This data is from NCI-60 drug combinations with 297,098 pairs across 59 cell lines. The task is: Regression. Given two drug SMILES strings and cell line genomic features, predict the synergy score measuring deviation from expected non-interaction effect. (1) Drug 1: CC1=C(C=C(C=C1)NC(=O)C2=CC=C(C=C2)CN3CCN(CC3)C)NC4=NC=CC(=N4)C5=CN=CC=C5. Drug 2: C1CCC(C(C1)N)N.C(=O)(C(=O)[O-])[O-].[Pt+4]. Cell line: DU-145. Synergy scores: CSS=17.5, Synergy_ZIP=-2.50, Synergy_Bliss=-1.52, Synergy_Loewe=-15.6, Synergy_HSA=-6.40. (2) Drug 1: CCC1=CC2CC(C3=C(CN(C2)C1)C4=CC=CC=C4N3)(C5=C(C=C6C(=C5)C78CCN9C7C(C=CC9)(C(C(C8N6C)(C(=O)OC)O)OC(=O)C)CC)OC)C(=O)OC.C(C(C(=O)O)O)(C(=O)O)O. Drug 2: CC1=C(C(=O)C2=C(C1=O)N3CC4C(C3(C2COC(=O)N)OC)N4)N. Cell line: MCF7. Synergy scores: CSS=57.7, Synergy_ZIP=10.6, Synergy_Bliss=9.52, Synergy_Loewe=12.0, Synergy_HSA=14.5.